Dataset: NCI-60 drug combinations with 297,098 pairs across 59 cell lines. Task: Regression. Given two drug SMILES strings and cell line genomic features, predict the synergy score measuring deviation from expected non-interaction effect. (1) Drug 1: CC1=C(C(=O)C2=C(C1=O)N3CC4C(C3(C2COC(=O)N)OC)N4)N. Drug 2: C1CN(P(=O)(OC1)NCCCl)CCCl. Cell line: HOP-62. Synergy scores: CSS=43.8, Synergy_ZIP=2.04, Synergy_Bliss=1.03, Synergy_Loewe=-40.6, Synergy_HSA=1.50. (2) Drug 1: CC1=C2C(C(=O)C3(C(CC4C(C3C(C(C2(C)C)(CC1OC(=O)C(C(C5=CC=CC=C5)NC(=O)OC(C)(C)C)O)O)OC(=O)C6=CC=CC=C6)(CO4)OC(=O)C)OC)C)OC. Drug 2: CC(C)NC(=O)C1=CC=C(C=C1)CNNC.Cl. Cell line: RPMI-8226. Synergy scores: CSS=76.5, Synergy_ZIP=6.96, Synergy_Bliss=7.50, Synergy_Loewe=-18.9, Synergy_HSA=3.90. (3) Drug 1: CC12CCC(CC1=CCC3C2CCC4(C3CC=C4C5=CN=CC=C5)C)O. Drug 2: COC1=CC(=CC(=C1O)OC)C2C3C(COC3=O)C(C4=CC5=C(C=C24)OCO5)OC6C(C(C7C(O6)COC(O7)C8=CC=CS8)O)O. Cell line: SF-268. Synergy scores: CSS=5.61, Synergy_ZIP=-4.54, Synergy_Bliss=-1.75, Synergy_Loewe=-20.4, Synergy_HSA=-2.40. (4) Drug 1: CN(C)N=NC1=C(NC=N1)C(=O)N. Drug 2: C(CC(=O)O)C(=O)CN.Cl. Cell line: NCI-H522. Synergy scores: CSS=4.62, Synergy_ZIP=-3.14, Synergy_Bliss=0.351, Synergy_Loewe=-1.13, Synergy_HSA=0.495. (5) Drug 1: CCN(CC)CCNC(=O)C1=C(NC(=C1C)C=C2C3=C(C=CC(=C3)F)NC2=O)C. Drug 2: C1CNP(=O)(OC1)N(CCCl)CCCl. Cell line: LOX IMVI. Synergy scores: CSS=-2.98, Synergy_ZIP=0.702, Synergy_Bliss=-1.87, Synergy_Loewe=-4.22, Synergy_HSA=-4.74. (6) Drug 1: C1=NC2=C(N1)C(=S)N=C(N2)N. Drug 2: CC(C)(C#N)C1=CC(=CC(=C1)CN2C=NC=N2)C(C)(C)C#N. Cell line: SK-MEL-2. Synergy scores: CSS=25.1, Synergy_ZIP=-1.16, Synergy_Bliss=3.62, Synergy_Loewe=2.39, Synergy_HSA=2.43. (7) Drug 1: CC(C)(C#N)C1=CC(=CC(=C1)CN2C=NC=N2)C(C)(C)C#N. Drug 2: CCC1=C2CN3C(=CC4=C(C3=O)COC(=O)C4(CC)O)C2=NC5=C1C=C(C=C5)O. Cell line: RPMI-8226. Synergy scores: CSS=12.1, Synergy_ZIP=-3.80, Synergy_Bliss=-1.81, Synergy_Loewe=-9.59, Synergy_HSA=-1.82. (8) Drug 1: COC1=CC(=CC(=C1O)OC)C2C3C(COC3=O)C(C4=CC5=C(C=C24)OCO5)OC6C(C(C7C(O6)COC(O7)C8=CC=CS8)O)O. Drug 2: C1=CN(C(=O)N=C1N)C2C(C(C(O2)CO)O)O.Cl. Cell line: SNB-75. Synergy scores: CSS=28.5, Synergy_ZIP=-4.85, Synergy_Bliss=1.68, Synergy_Loewe=3.10, Synergy_HSA=3.24. (9) Drug 1: C1=CC=C(C=C1)NC(=O)CCCCCCC(=O)NO. Drug 2: C1=CN(C=N1)CC(O)(P(=O)(O)O)P(=O)(O)O. Cell line: A549. Synergy scores: CSS=17.4, Synergy_ZIP=-4.68, Synergy_Bliss=2.03, Synergy_Loewe=-8.03, Synergy_HSA=-0.486. (10) Drug 1: CC(CN1CC(=O)NC(=O)C1)N2CC(=O)NC(=O)C2. Cell line: OVCAR-8. Drug 2: CC1=C(N=C(N=C1N)C(CC(=O)N)NCC(C(=O)N)N)C(=O)NC(C(C2=CN=CN2)OC3C(C(C(C(O3)CO)O)O)OC4C(C(C(C(O4)CO)O)OC(=O)N)O)C(=O)NC(C)C(C(C)C(=O)NC(C(C)O)C(=O)NCCC5=NC(=CS5)C6=NC(=CS6)C(=O)NCCC[S+](C)C)O. Synergy scores: CSS=17.0, Synergy_ZIP=-7.54, Synergy_Bliss=0.817, Synergy_Loewe=-2.30, Synergy_HSA=1.60.